From a dataset of Peptide-MHC class II binding affinity with 134,281 pairs from IEDB. Regression. Given a peptide amino acid sequence and an MHC pseudo amino acid sequence, predict their binding affinity value. This is MHC class II binding data. (1) The peptide sequence is KEVEEAWASACGGTG. The MHC is HLA-DQA10104-DQB10503 with pseudo-sequence HLA-DQA10104-DQB10503. The binding affinity (normalized) is 0.413. (2) The binding affinity (normalized) is 0.657. The peptide sequence is MASHIHLVIHRIRTL. The MHC is HLA-DQA10201-DQB10402 with pseudo-sequence HLA-DQA10201-DQB10402. (3) The peptide sequence is LTPVTMAEVRLAAMFKK. The MHC is DRB4_0103 with pseudo-sequence DRB4_0103. The binding affinity (normalized) is 0.787. (4) The peptide sequence is RKKYFAATQFEPLAA. The MHC is DRB1_1602 with pseudo-sequence DRB1_1602. The binding affinity (normalized) is 0.539.